Task: Predict the reactants needed to synthesize the given product.. Dataset: Full USPTO retrosynthesis dataset with 1.9M reactions from patents (1976-2016) (1) Given the product [CH:1]1([C:5]2[C:10]([O:11][CH2:24][C:25]3[CH:33]=[CH:32][C:28]([C:29]([NH2:31])=[O:30])=[CH:27][CH:26]=3)=[C:9]([F:12])[C:8]([C:13]3[CH:22]=[N:21][C:20]4[NH:19][CH2:18][CH2:17][O:16][C:15]=4[CH:14]=3)=[CH:7][CH:6]=2)[CH2:2][CH2:3][CH2:4]1, predict the reactants needed to synthesize it. The reactants are: [CH:1]1([C:5]2[C:10]([OH:11])=[C:9]([F:12])[C:8]([C:13]3[CH:22]=[N:21][C:20]4[NH:19][CH2:18][CH2:17][O:16][C:15]=4[CH:14]=3)=[CH:7][CH:6]=2)[CH2:4][CH2:3][CH2:2]1.Br[CH2:24][C:25]1[CH:33]=[CH:32][C:28]([C:29]([NH2:31])=[O:30])=[CH:27][CH:26]=1. (2) Given the product [NH:23]1[CH2:22][CH2:21][N:52]=[C:24]1[NH:25][CH2:26][CH2:27][CH2:28][CH2:34][NH:44][C:18]([C:9]1([NH:8][C:1](=[O:3])[CH2:63][CH2:64][C:58]([CH:59]=[O:60])([CH3:66])[CH3:57])[CH2:10][C:11]2[C:16](=[CH:15][CH:14]=[CH:13][CH:12]=2)[CH2:17]1)=[O:20], predict the reactants needed to synthesize it. The reactants are: [C:1]([NH:8][C:9]1([C:18]([OH:20])=O)[CH2:17][C:16]2[C:11](=[CH:12][CH:13]=[CH:14][CH:15]=2)[CH2:10]1)([O:3]C(C)(C)C)=O.[CH3:21][CH2:22][N:23]=[C:24]=[N:25][CH2:26][CH2:27][CH2:28]N(C)C.Cl.Cl.[C:34]([NH:44]CCCCN)(OCC1C=CC=CC=1)=O.C([N:52](CC)CC)C.[CH3:57][C:58]1([CH3:66])[CH2:64][CH2:63]C(=O)O[C:59]1=[O:60]. (3) Given the product [Cl:18][C:2]1[CH:10]=[C:9]([C:11]([OH:13])=[O:12])[CH:8]=[CH:7][C:3]=1[C:4]([OH:6])=[O:5], predict the reactants needed to synthesize it. The reactants are: N[C:2]1[CH:10]=[C:9]([C:11]([OH:13])=[O:12])[CH:8]=[CH:7][C:3]=1[C:4]([OH:6])=[O:5].N([O-])=O.[Na+].[ClH:18]. (4) Given the product [Cl:1][C:2]1[CH:9]=[CH:8][CH:7]=[CH:6][C:3]=1[CH2:4][NH:5][C:11]1[S:10][CH2:16][C:14](=[O:15])[N:13]=1, predict the reactants needed to synthesize it. The reactants are: [Cl:1][C:2]1[CH:9]=[CH:8][CH:7]=[CH:6][C:3]=1[CH2:4][NH2:5].[S:10]1[CH2:16][C:14](=[O:15])[NH:13][C:11]1=S.CCN(C(C)C)C(C)C. (5) Given the product [N:11]1([CH2:10][C:2]2[N:3]([CH2:31][CH2:32][CH2:33][N:34]([CH3:36])[CH3:35])[C:4]3[CH:9]=[CH:8][CH:7]=[CH:6][C:5]=3[N:1]=2)[C@@H:23]2[C@H:14]([CH2:15][CH2:16][C:17]3[CH:18]=[CH:19][CH:20]=[N:21][C:22]=32)[CH2:13][CH2:12]1, predict the reactants needed to synthesize it. The reactants are: [NH:1]1[C:5]2[CH:6]=[CH:7][CH:8]=[CH:9][C:4]=2[N:3]=[C:2]1[CH2:10][N:11]1[C@@H:23]2[C@H:14]([CH2:15][CH2:16][C:17]3[CH:18]=[CH:19][CH:20]=[N:21][C:22]=32)[CH2:13][CH2:12]1.C(=O)([O-])[O-].[K+].[K+].Cl[CH2:31][CH2:32][CH2:33][N:34]([CH3:36])[CH3:35].[I-].[K+]. (6) Given the product [C:3]([C:5]1[CH:23]=[C:22]([CH:21]=[CH:20][C:6]=1[O:7][C:8]1[CH:15]=[CH:14][C:11]([C:12]#[N:13])=[C:10]([C:16]([F:18])([F:17])[F:19])[CH:9]=1)[CH2:24][O:25][C:27]1[CH:28]=[C:29]2[N:36]([C:37]([O:39][C:40]([CH3:43])([CH3:42])[CH3:41])=[O:38])[CH2:35][CH2:34][N:30]2[C:31](=[O:33])[N:32]=1)#[N:4], predict the reactants needed to synthesize it. The reactants are: [H-].[Na+].[C:3]([C:5]1[CH:23]=[C:22]([CH2:24][OH:25])[CH:21]=[CH:20][C:6]=1[O:7][C:8]1[CH:15]=[CH:14][C:11]([C:12]#[N:13])=[C:10]([C:16]([F:19])([F:18])[F:17])[CH:9]=1)#[N:4].Cl[C:27]1[CH:28]=[C:29]2[N:36]([C:37]([O:39][C:40]([CH3:43])([CH3:42])[CH3:41])=[O:38])[CH2:35][CH2:34][N:30]2[C:31](=[O:33])[N:32]=1. (7) Given the product [CH3:33][N:18]([C:19]1[CH:20]=[N:21][C:22]([O:25][C:26]2[C:27]([CH3:32])=[N:28][CH:29]=[CH:30][CH:31]=2)=[CH:23][CH:24]=1)[C:17]([C:10]1[C:11]2[C:16](=[CH:15][CH:14]=[CH:13][CH:12]=2)[NH:8][CH:9]=1)=[O:34], predict the reactants needed to synthesize it. The reactants are: C(OC([N:8]1[C:16]2[C:11](=[CH:12][CH:13]=[CH:14][CH:15]=2)[C:10]([C:17](=[O:34])[N:18]([CH3:33])[C:19]2[CH:20]=[N:21][C:22]([O:25][C:26]3[C:27]([CH3:32])=[N:28][CH:29]=[CH:30][CH:31]=3)=[CH:23][CH:24]=2)=[CH:9]1)=O)(C)(C)C.C(O)(C(F)(F)F)=O. (8) Given the product [F:15][C@H:13]([C@@H:12]1[NH:11][C:10](=[O:16])[C@:9]1([CH3:17])[O:8][Si:20]([CH2:23][CH3:24])([CH2:21][CH3:22])[CH2:18][CH3:19])[CH3:14], predict the reactants needed to synthesize it. The reactants are: C([O:8][C@:9]1([CH3:17])[C@H:12]([C@@H:13]([F:15])[CH3:14])[NH:11][C:10]1=[O:16])C1C=CC=CC=1.[CH2:18]([Si:20](Cl)([CH2:23][CH3:24])[CH2:21][CH3:22])[CH3:19]. (9) Given the product [N:26]1[CH:31]=[CH:30][CH:29]=[C:28]([C:15]2[CH:16]=[C:17]3[C:9]([N:6]4[CH2:7][CH2:8][NH:4][C:5]4=[O:25])=[N:10][N:11]([CH:19]4[CH2:24][CH2:23][CH2:22][CH2:21][O:20]4)[C:12]3=[CH:13][N:14]=2)[CH:27]=1, predict the reactants needed to synthesize it. The reactants are: C([N:4]1[CH2:8][CH2:7][N:6]([C:9]2[C:17]3[C:12](=[CH:13][N:14]=[C:15](Br)[CH:16]=3)[N:11]([CH:19]3[CH2:24][CH2:23][CH2:22][CH2:21][O:20]3)[N:10]=2)[C:5]1=[O:25])(=O)C.[N:26]1[CH:31]=[CH:30][CH:29]=[C:28](B2OC(C)(C)C(C)(C)O2)[CH:27]=1.C(#N)C.C([O-])(=O)C.[K+]. (10) Given the product [OH:15][C@@H:11]1[CH2:12][CH2:13][CH2:14][C@H:9]([CH2:7][N:8]2[C:33](=[O:32])[C:35]3[C:36](=[CH:37][CH:43]=[CH:44][CH:45]=3)[C:41]2=[O:42])[CH2:10]1, predict the reactants needed to synthesize it. The reactants are: [H-].[Al+3].[Li+].[H-].[H-].[H-].[C:7]([CH:9]1[CH2:14][CH2:13][CH2:12][C:11](=[O:15])[CH2:10]1)#[N:8].[OH-].[Na+].Cl.C(OCC)C.C(=O)([O-])[O-].[K+].[K+].C([O:32][C:33]([C:35]1[CH:45]=[CH:44][CH:43]=[C:37]2C(N[C:41](=[O:42])[C:36]=12)=O)=O)C.